From a dataset of Full USPTO retrosynthesis dataset with 1.9M reactions from patents (1976-2016). Predict the reactants needed to synthesize the given product. (1) Given the product [CH:1]1([O:3][C:4](=[O:31])[C:5]2[CH:10]=[C:9]([C:11]#[N:12])[C:8]([N:13]3[CH2:14][CH:15]([C:17]([NH:19][S:20]([CH2:23][C:24]4[CH:25]=[CH:26][CH:27]=[CH:28][CH:29]=4)(=[O:21])=[O:22])=[O:18])[CH2:16]3)=[N:7][C:6]=2[CH3:30])[CH2:40][CH2:36][CH2:37][CH2:2]1, predict the reactants needed to synthesize it. The reactants are: [CH2:1]([O:3][C:4](=[O:31])[C:5]1[CH:10]=[C:9]([C:11]#[N:12])[C:8]([N:13]2[CH2:16][CH:15]([C:17]([NH:19][S:20]([CH2:23][C:24]3[CH:29]=[CH:28][CH:27]=[CH:26][CH:25]=3)(=[O:22])=[O:21])=[O:18])[CH2:14]2)=[N:7][C:6]=1[CH3:30])[CH3:2].CS(C)=O.[CH:36]1([O-])[CH2:40]CC[CH2:37]1.[Na+].Cl. (2) Given the product [Cl:1][C:2]1[C:10]([O:11][CH2:12][CH2:13][CH2:14][N:40]2[CH2:45][CH2:44][CH:43]([CH2:46][OH:47])[CH2:42][CH2:41]2)=[CH:9][C:8]([C:16]2[N:17]([C:32]([O:34][C:35]([CH3:38])([CH3:37])[CH3:36])=[O:33])[C:18]3[C:23]([CH:24]=2)=[CH:22][C:21]([CH2:25][N:26]2[CH2:27][CH2:28][CH2:29][CH2:30][CH2:31]2)=[CH:20][CH:19]=3)=[C:7]2[C:3]=1[CH2:4][NH:5][C:6]2=[O:39], predict the reactants needed to synthesize it. The reactants are: [Cl:1][C:2]1[C:10]([O:11][CH2:12][CH2:13][CH2:14]Cl)=[CH:9][C:8]([C:16]2[N:17]([C:32]([O:34][C:35]([CH3:38])([CH3:37])[CH3:36])=[O:33])[C:18]3[C:23]([CH:24]=2)=[CH:22][C:21]([CH2:25][N:26]2[CH2:31][CH2:30][CH2:29][CH2:28][CH2:27]2)=[CH:20][CH:19]=3)=[C:7]2[C:3]=1[CH2:4][NH:5][C:6]2=[O:39].[NH:40]1[CH2:45][CH2:44][CH:43]([CH2:46][OH:47])[CH2:42][CH2:41]1.O. (3) Given the product [CH:19]1[C:14]2[CH2:13][C@H:12]3[N:2]([CH2:1][CH:32]4[CH2:34][CH2:33]4)[CH2:3][CH2:4][C@:5]45[C@H:6]([C:7]([CH2:9][CH2:10][C@@:11]34[OH:22])=[O:8])[O:21][C:16]([C:15]=25)=[C:17]([OH:20])[CH:18]=1, predict the reactants needed to synthesize it. The reactants are: [CH3:1][N:2]1[C@@H:12]2[CH2:13][C:14]3[CH:19]=[CH:18][C:17]([OH:20])=[C:16]4[O:21][C@H:6]5[C:7]([CH:9]=[CH:10][C@:11]2([OH:22])[C@:5]5([C:15]=34)[CH2:4][CH2:3]1)=[O:8].[Na+].[Br-].C([O-])(O)=O.[Na+].ClC[CH:32]1[CH2:34][CH2:33]1. (4) Given the product [NH2:1][CH2:4][CH:5]1[CH:11]([C:12]2[CH:17]=[CH:16][C:15]([Cl:18])=[C:14]([Cl:19])[CH:13]=2)[O:10][CH2:9][CH2:8][N:7]([C:20]([O:22][C:23]([CH3:26])([CH3:25])[CH3:24])=[O:21])[CH2:6]1, predict the reactants needed to synthesize it. The reactants are: [N:1]([CH2:4][CH:5]1[CH:11]([C:12]2[CH:17]=[CH:16][C:15]([Cl:18])=[C:14]([Cl:19])[CH:13]=2)[O:10][CH2:9][CH2:8][N:7]([C:20]([O:22][C:23]([CH3:26])([CH3:25])[CH3:24])=[O:21])[CH2:6]1)=[N+]=[N-].C1(P(C2C=CC=CC=2)C2C=CC=CC=2)C=CC=CC=1.O. (5) Given the product [NH2:33][C:31]1[CH:32]=[C:15]2[N:14]=[C:13]([CH3:43])[C:12]([C@H:6]([O:5][C:1]([CH3:3])([CH3:2])[CH3:4])[C:7]([O:9][CH2:10][CH3:11])=[O:8])=[C:17]([C:18]3[C:19]([CH3:29])=[C:20]4[C:25](=[C:26]([F:28])[CH:27]=3)[O:24][CH2:23][CH2:22][CH2:21]4)[N:16]2[N:30]=1, predict the reactants needed to synthesize it. The reactants are: [C:1]([O:5][C@@H:6]([C:12]1[C:13]([CH3:43])=[N:14][C:15]2[N:16]([N:30]=[C:31]([NH:33]C(OCC[Si](C)(C)C)=O)[CH:32]=2)[C:17]=1[C:18]1[C:19]([CH3:29])=[C:20]2[C:25](=[C:26]([F:28])[CH:27]=1)[O:24][CH2:23][CH2:22][CH2:21]2)[C:7]([O:9][CH2:10][CH3:11])=[O:8])([CH3:4])([CH3:3])[CH3:2].CCCC[N+](CCCC)(CCCC)CCCC.[F-]. (6) The reactants are: [O:1]=[C:2]1[C:6]2[CH:7]=[CH:8][CH:9]=[CH:10][C:5]=2[S:4][N:3]1[CH2:11][C:12]([N:14]1[CH2:19][CH2:18][N:17](C(OC(C)(C)C)=O)[CH2:16][CH2:15]1)=[O:13].C(O)(C(F)(F)F)=O. Given the product [O:13]=[C:12]([N:14]1[CH2:19][CH2:18][NH:17][CH2:16][CH2:15]1)[CH2:11][N:3]1[C:2](=[O:1])[C:6]2[CH:7]=[CH:8][CH:9]=[CH:10][C:5]=2[S:4]1, predict the reactants needed to synthesize it. (7) Given the product [C:1]([O:5][C:6](=[O:16])[N:7]([C:8]1[C:13]([CH3:14])=[CH:12][C:11]([Br:15])=[CH:10][N:9]=1)[CH3:20])([CH3:4])([CH3:2])[CH3:3], predict the reactants needed to synthesize it. The reactants are: [C:1]([O:5][C:6](=[O:16])[NH:7][C:8]1[C:13]([CH3:14])=[CH:12][C:11]([Br:15])=[CH:10][N:9]=1)([CH3:4])([CH3:3])[CH3:2].[H-].[Na+].I[CH3:20]. (8) Given the product [F:15][C:16]1[CH:26]=[CH:25][CH:24]=[C:18]2[C:17]=1[C:22](=[O:21])[N:1]([CH2:2][CH:3]([C:9]1([CH3:14])[O:10][CH2:11][CH2:12][O:13]1)[C:4]([O:6][CH2:7][CH3:8])=[O:5])[C:19]2=[O:20], predict the reactants needed to synthesize it. The reactants are: [NH2:1][CH2:2][CH:3]([C:9]1([CH3:14])[O:13][CH2:12][CH2:11][O:10]1)[C:4]([O:6][CH2:7][CH3:8])=[O:5].[F:15][C:16]1[CH:26]=[CH:25][CH:24]=[C:18]2[C:19]([O:21][C:22](=O)[C:17]=12)=[O:20]. (9) Given the product [CH3:22][O:21][C@H:17]1[CH2:18][CH2:19][CH2:20][C@@H:15]([C:12]2[N:13]=[CH:14][C:9]([NH2:8])=[N:10][CH:11]=2)[CH2:16]1, predict the reactants needed to synthesize it. The reactants are: C([N:8](C(OC(C)(C)C)=O)[C:9]1[CH:14]=[N:13][C:12]([C@@H:15]2[CH2:20][CH2:19][CH2:18][C@H:17]([O:21][CH3:22])[CH2:16]2)=[CH:11][N:10]=1)(OC(C)(C)C)=O.Cl. (10) Given the product [O:17]=[C:6]1[C:5](=[CH:4][NH:34][C:31]2[CH:30]=[CH:29][C:28]([S:25]([NH:24][C:22]3[CH:23]=[CH:18][CH:19]=[CH:20][N:21]=3)(=[O:27])=[O:26])=[CH:33][CH:32]=2)[C:16]2[C:8](=[CH:9][CH:10]=[C:11]3[C:15]=2[S:14][CH:13]=[N:12]3)[NH:7]1, predict the reactants needed to synthesize it. The reactants are: C(O[CH:4]=[C:5]1[C:16]2[C:8](=[CH:9][CH:10]=[C:11]3[C:15]=2[S:14][CH:13]=[N:12]3)[NH:7][C:6]1=[O:17])C.[CH:18]1[CH:19]=[CH:20][N:21]=[C:22]([NH:24][S:25]([C:28]2[CH:29]=[CH:30][C:31]([NH2:34])=[CH:32][CH:33]=2)(=[O:27])=[O:26])[CH:23]=1.C(O)C.